Dataset: Experimentally validated miRNA-target interactions with 360,000+ pairs, plus equal number of negative samples. Task: Binary Classification. Given a miRNA mature sequence and a target amino acid sequence, predict their likelihood of interaction. (1) The miRNA is mmu-miR-466n-5p with sequence GUGUGUGCGUACAUGUACAUGU. The protein sequence of the target gene is MLRPRGAEGTAVALLRLLLLLLLLGPKLRGPGLGVVGAAGAGLPESVIWAVNAGGEAHVDVHGIHFRKDPLEGRVGRASDYGMKLPILRSTPEDQILYQTERYNEETFGYEVPVKEEGDYVLVLKFAEVYFAQSQQKVFDVRLNGHVVVKDLDIFDRVGHSTAHDEIIPMSIRKGKLSVRGEVSTFTGKLYIEFVKGYYDNPKVCALYILAGTVDDVPKLQPHPGLEKKEEEEEEEEYDEGSNLKRQTNKNRVQSGPRTPNPYASDNSSLMFPILVAFGVFIPTLFCLCRL. Result: 1 (interaction). (2) The miRNA is mmu-miR-320-5p with sequence GCCUUCUCUUCCCGGUUCUUCC. The protein sequence of the target gene is MTGKKSSREKRRKRSSQEAAAALAAPDIVPALASGSSGSTSGCGSAGGCGSVSCCGNANFSGSVTGGGSGGSCWGGSSVERSERRKRRSTDSSSVSGSLQQETKYILPTLEKELFLAEHSDLEEGGLDLTVSLKPVSFYISDKKEMLQQCFCIIGEKKLQKMLPDVLKNCSIEEIKKLCQEQLELLSEKKILKILEGDNGMDSDMEEEADDGSKMGSDLVSQQDICIDSASSVRENKQPEGLELKQGKGEDSDVLSINADAYDSDIEGPCNEEAAAPEAPENTVQSEAGQIDDLEKDIEK.... Result: 0 (no interaction). (3) The miRNA is hsa-miR-3193 with sequence UCCUGCGUAGGAUCUGAGGAGU. The protein sequence of the target gene is MSTTTCQVVAFLLSILGLAGCIAATGMDMWSTQDLYDNPVTSVFQYEGLWRSCVRQSSGFTECRPYFTILGLPAMLQAVRALMIVGIVLGAIGLLVSIFALKCIRIGSMEDSAKANMTLTSGIMFIVSGLCAIAGVSVFANMLVTNFWMSTANMYTGMGGMVQTVQTRYTFGAALFVGWVAGGLTLIGGVMMCIACRGLAPEETNYKAVSYHASGHSVAYKPGGFKASTGFGSNTKNKKIYDGGARTEDEVQSYPSKHDYV. Result: 0 (no interaction). (4) The miRNA is mmu-miR-31-5p with sequence AGGCAAGAUGCUGGCAUAGCUG. The protein sequence of the target gene is MSLCEDMLLCNYRKCRIKLSGYAWVTACSHIFCDQHGSGEFSRSPAICPACNSTLSGKLDIVRTELSPSEEYKAMVLAGLRPEIVLDISSRALAFWTYQVHQERLYQEYNFSKAEGHLKQMEKIYTQQIQSKDVELTSMKGEVTSMKKVLEEYKKKFSDISEKLMERNRQYQKLQGLYDSLRLRNITIANHEGTLEPSMIAQSGVLGFPLGNNSKFPLDNTPVRNRGDGDGDFQFRPFFAGSPTAPEPSNSFFSFVSPSRELEQQQVSSRAFKVKRI. Result: 0 (no interaction). (5) The miRNA is hsa-miR-6894-3p with sequence UUGCCUGCCCUCUUCCUCCAG. The protein sequence of the target gene is MDAFTGSGLKRKFDDVDVGSSVSNSDDEISSSDSADSCDSLNPPTTASFTPTSILKRQKQLRRKNVRFDQVTVYYFARRQGFTSVPSQGGSSLGMAQRHNSVRSYTLCEFAQEQEVNHREILREHLKEEKLHAKKMKLTKNGTVESVEADGLTLDDVSDEDIDVENVEVDDYFFLQPLPTKRRRALLRASGVHRIDAEEKQELRAIRLSREECGCDCRLYCDPEACACSQAGIKCQVDRMSFPCGCSRDGCGNMAGRIEFNPIRVRTHYLHTIMKLELESKRQVSRPAAPDEEPSPTASC.... Result: 0 (no interaction). (6) The miRNA is hsa-miR-6888-5p with sequence AAGGAGAUGCUCAGGCAGAU. The protein sequence of the target gene is MATSRASSRSHRDITNVMQRLQDEQEIVQKRTFTKWINSHLAKRKPPMVVDDLFEDMKDGIKLLALLEVLSGQKLPCEQGHRVKRIHAVANIGTALKFLEGRKIKLVNINATDIADGRPSIVLGLMWTIILYFQIEELTSNLPQLQSLSSSASSVDSMVSTETASPPSKRKVAAKIQGNAKKTLLKWVQHTAGKQMGIEVKDFGKSWRTGLAFHSVIHAIQPELVDLEKVKTRSNRENLEDAFTIAETQLGIPRLLDPEDVDVDKPDEKSIMTYVAQFLTQYPDIHGAGCDGQEDDVVFV.... Result: 0 (no interaction).